Dataset: Full USPTO retrosynthesis dataset with 1.9M reactions from patents (1976-2016). Task: Predict the reactants needed to synthesize the given product. (1) Given the product [C:34]([O:38][C:39]([N:41]1[CH2:45][CH2:44][CH2:43][CH:42]1[C:46]1[CH:51]=[CH:50][C:49]([NH2:6])=[CH:48][CH:47]=1)=[O:40])([CH3:37])([CH3:36])[CH3:35], predict the reactants needed to synthesize it. The reactants are: [Li+].C[Si]([N-:6][Si](C)(C)C)(C)C.C(Cl)(Cl)Cl.P(C(C)(C)C)(C(C)(C)C)C(C)(C)C.[H+].[B-](F)(F)(F)F.[C:34]([O:38][C:39]([N:41]1[CH2:45][CH2:44][CH2:43][CH:42]1[C:46]1[CH:51]=[CH:50][C:49](Br)=[CH:48][CH:47]=1)=[O:40])([CH3:37])([CH3:36])[CH3:35]. (2) The reactants are: [Cl:1][C:2]1[CH:11]=[C:10]2[C:5]([C:6](=O)[NH:7][C:8]([N:12]3[CH:16]=[C:15]([C:17]([O:19]CC)=[O:18])[CH:14]=[N:13]3)=[N:9]2)=[CH:4][C:3]=1[C:23]1[CH:28]=[CH:27][CH:26]=[CH:25][C:24]=1[CH3:29].[NH:30]1[CH2:35][CH2:34][O:33][CH2:32][CH2:31]1. Given the product [Cl:1][C:2]1[CH:11]=[C:10]2[C:5]([C:6]([N:30]3[CH2:35][CH2:34][O:33][CH2:32][CH2:31]3)=[N:7][C:8]([N:12]3[CH:16]=[C:15]([C:17]([OH:19])=[O:18])[CH:14]=[N:13]3)=[N:9]2)=[CH:4][C:3]=1[C:23]1[CH:28]=[CH:27][CH:26]=[CH:25][C:24]=1[CH3:29], predict the reactants needed to synthesize it.